Dataset: Forward reaction prediction with 1.9M reactions from USPTO patents (1976-2016). Task: Predict the product of the given reaction. (1) Given the reactants O[CH:2]([C:6]1[CH:11]=[CH:10]C=[CH:8][CH:7]=1)[C:3](O)=O.[OH2:12].O[N:14]1[C:18]2[CH:19]=[CH:20][CH:21]=[CH:22][C:17]=2N=N1.[ClH:23].[CH3:24]N(C)CCCN=C=NCC.CN(C)[CH:37]=[O:38], predict the reaction product. The product is: [Cl:23][C:22]1[CH:17]=[C:18]([CH:19]=[C:20]([CH3:24])[CH:21]=1)[NH:14][C:10]([CH2:11][C:6]1[CH:7]=[CH:8][C:37]([OH:38])=[CH:3][CH:2]=1)=[O:12]. (2) The product is: [CH2:9]([O:8][CH2:1][C:2]1[CH:3]=[CH:4][CH:5]=[CH:6][CH:7]=1)[C:10]1[CH:11]=[CH:12][CH:13]=[CH:14][CH:23]=1. Given the reactants [CH2:1]([O:8][C:9]1[CH:10]=[C:11](NC2N=CC(Br)=CN=2)[CH:12]=[CH:13][CH:14]=1)[C:2]1[CH:7]=[CH:6][CH:5]=[CH:4][CH:3]=1.[CH3:23]NC1C=CC=CC=1.CC(C)([O-])C.[Na+], predict the reaction product. (3) The product is: [O:30]=[C:29]1[NH:1][C:2]2[CH:3]=[CH:4][CH:5]=[C:22]([NH:21][C:13]([NH:1][CH2:2][C:3]3[CH:8]=[CH:7][N:6]=[CH:5][CH:4]=3)=[O:19])[C:28]=2[NH:27]1. Given the reactants [NH2:1][CH2:2][C:3]1[CH:8]=[CH:7][N:6]=[CH:5][CH:4]=1.ClC(Cl)(O[C:13](=[O:19])OC(Cl)(Cl)Cl)Cl.[N-:21]=[C:22]=O.CO.C[N:27]([CH:29]=[O:30])[CH3:28], predict the reaction product. (4) Given the reactants [NH2:1][CH2:2][C@H:3]1[CH2:7][CH2:6][N:5]([C:8]([O:10][C:11]([CH3:14])([CH3:13])[CH3:12])=[O:9])[CH2:4]1.C(N(CC)CC)C.[F:22][C:23]([F:34])([F:33])[C:24](O[C:24](=[O:25])[C:23]([F:34])([F:33])[F:22])=[O:25].O, predict the reaction product. The product is: [F:22][C:23]([F:34])([F:33])[C:24]([NH:1][CH2:2][C@H:3]1[CH2:7][CH2:6][N:5]([C:8]([O:10][C:11]([CH3:14])([CH3:13])[CH3:12])=[O:9])[CH2:4]1)=[O:25]. (5) Given the reactants Cl[C:2]1[CH:7]=[CH:6][C:5]([N+:8]([O-:10])=[O:9])=[C:4]([CH2:11][S:12]([C:15]2[CH:20]=[CH:19][CH:18]=[CH:17][CH:16]=2)(=[O:14])=[O:13])[N:3]=1.[CH2:21]([N:28]1[CH2:33][CH2:32][NH:31][CH2:30][CH2:29]1)[C:22]1[CH:27]=[CH:26][CH:25]=[CH:24][CH:23]=1.C([O-])([O-])=O.[K+].[K+], predict the reaction product. The product is: [CH2:21]([N:28]1[CH2:33][CH2:32][N:31]([C:2]2[N:3]=[C:4]([CH2:11][S:12]([C:15]3[CH:20]=[CH:19][CH:18]=[CH:17][CH:16]=3)(=[O:14])=[O:13])[C:5]([N+:8]([O-:10])=[O:9])=[CH:6][CH:7]=2)[CH2:30][CH2:29]1)[C:22]1[CH:23]=[CH:24][CH:25]=[CH:26][CH:27]=1. (6) Given the reactants C(OC(=O)C[CH2:8][C:9]1[CH:14]=[CH:13][C:12]([OH:15])=[CH:11][C:10]=1[CH2:16][O:17][C:18]1[CH:23]=[CH:22][C:21]([C:24]([F:27])([F:26])[F:25])=[CH:20][CH:19]=1)(C)(C)C.[C:29]1([C:54]2[CH:59]=[CH:58][CH:57]=[CH:56][CH:55]=2)[CH:34]=[CH:33][C:32]([C:35]2[O:36][C:37]([CH3:53])=[C:38]([CH2:40][CH2:41]OS(C3C=CC(C)=CC=3)(=O)=O)[N:39]=2)=[CH:31][CH:30]=1.[CH3:60]N(C=O)C.[C:65](=[O:68])([O-])[O-:66].[Cs+].[Cs+], predict the reaction product. The product is: [C:29]1([C:54]2[CH:55]=[CH:56][CH:57]=[CH:58][CH:59]=2)[CH:34]=[CH:33][C:32]([C:35]2[O:36][C:37]([CH3:53])=[C:38]([CH2:40][CH2:41][O:15][C:12]3[CH:13]=[CH:14][C:9]([CH2:8][CH2:60][C:65]([OH:66])=[O:68])=[C:10]([CH2:16][O:17][C:18]4[CH:23]=[CH:22][C:21]([C:24]([F:25])([F:27])[F:26])=[CH:20][CH:19]=4)[CH:11]=3)[N:39]=2)=[CH:31][CH:30]=1.